From a dataset of Catalyst prediction with 721,799 reactions and 888 catalyst types from USPTO. Predict which catalyst facilitates the given reaction. Reactant: [CH:1]1([N:8]2[C:12](=[O:13])[C:11]([CH3:15])([CH3:14])[CH:10]([CH:16]=O)[CH2:9]2)[CH2:7][CH2:6][CH2:5][CH2:4][CH2:3][CH2:2]1.[F:18][C:19]1[CH:26]=[CH:25][CH:24]=[CH:23][C:20]=1[NH:21][CH3:22].C(O[BH-](OC(=O)C)OC(=O)C)(=O)C. Product: [CH:1]1([N:8]2[CH2:9][CH:10]([CH2:16][N:21]([C:20]3[CH:23]=[CH:24][CH:25]=[CH:26][C:19]=3[F:18])[CH3:22])[C:11]([CH3:15])([CH3:14])[C:12]2=[O:13])[CH2:7][CH2:6][CH2:5][CH2:4][CH2:3][CH2:2]1. The catalyst class is: 7.